This data is from Catalyst prediction with 721,799 reactions and 888 catalyst types from USPTO. The task is: Predict which catalyst facilitates the given reaction. (1) Reactant: [CH2:1]([O:8][C@H:9]1[C@H:14]([O:15][CH2:16][C:17]2[CH:22]=[CH:21][CH:20]=[CH:19][CH:18]=2)[C@@H:13]([O:23][CH2:24][C:25]2[CH:30]=[CH:29][CH:28]=[CH:27][CH:26]=2)[C@@:12]([C:33]2[CH:38]=[CH:37][C:36]([Cl:39])=[C:35]([CH2:40][C:41]3[CH:46]=[CH:45][C:44]([O:47][C:48]([F:51])([F:50])[F:49])=[CH:43][CH:42]=3)[CH:34]=2)([O:31][CH3:32])[O:11][C@@:10]1([CH2:54][OH:55])[CH:52]=[O:53])[C:2]1[CH:7]=[CH:6][CH:5]=[CH:4][CH:3]=1.[BH4-].[Na+]. Product: [CH2:1]([O:8][C@H:9]1[C@H:14]([O:15][CH2:16][C:17]2[CH:18]=[CH:19][CH:20]=[CH:21][CH:22]=2)[C@@H:13]([O:23][CH2:24][C:25]2[CH:26]=[CH:27][CH:28]=[CH:29][CH:30]=2)[C@@:12]([C:33]2[CH:38]=[CH:37][C:36]([Cl:39])=[C:35]([CH2:40][C:41]3[CH:42]=[CH:43][C:44]([O:47][C:48]([F:51])([F:50])[F:49])=[CH:45][CH:46]=3)[CH:34]=2)([O:31][CH3:32])[O:11][C:10]1([CH2:54][OH:55])[CH2:52][OH:53])[C:2]1[CH:3]=[CH:4][CH:5]=[CH:6][CH:7]=1. The catalyst class is: 5. (2) The catalyst class is: 16. Reactant: [NH:1]([C:3]1[CH:8]=[CH:7][C:6]([CH2:9][C:10]([NH:12][CH3:13])=[O:11])=[CH:5][CH:4]=1)[NH2:2].[Br:14][C:15]1[CH:16]=[CH:17][C:18](F)=[C:19]([CH:22]=1)[CH:20]=O.C(#N)C.C(=O)([O-])[O-].[Cs+].[Cs+]. Product: [Br:14][C:15]1[CH:22]=[C:19]2[C:18](=[CH:17][CH:16]=1)[N:1]([C:3]1[CH:4]=[CH:5][C:6]([CH2:9][C:10]([NH:12][CH3:13])=[O:11])=[CH:7][CH:8]=1)[N:2]=[CH:20]2. (3) Reactant: [C:1]([C:3]1[CH:8]=[CH:7][C:6]([CH:9]2[C:14]([C:15]([O:17]CC)=[O:16])=[C:13]([CH3:20])[N:12]([C:21]3[CH:26]=[CH:25][CH:24]=[C:23]([C:27]([F:30])([F:29])[F:28])[CH:22]=3)[C:11](=[O:31])[N:10]2[CH2:32][C:33]2[CH:38]=[CH:37][CH:36]=[C:35](/[CH:39]=[CH:40]/[C:41]([O:43]CC)=[O:42])[CH:34]=2)=[CH:5][CH:4]=1)#[N:2].[OH-].[Na+].C(O)C.Cl. Product: [C:41](/[CH:40]=[CH:39]/[C:35]1[CH:34]=[C:33]([CH:38]=[CH:37][CH:36]=1)[CH2:32][N:10]1[CH:9]([C:6]2[CH:5]=[CH:4][C:3]([C:1]#[N:2])=[CH:8][CH:7]=2)[C:14]([C:15]([OH:17])=[O:16])=[C:13]([CH3:20])[N:12]([C:21]2[CH:26]=[CH:25][CH:24]=[C:23]([C:27]([F:28])([F:30])[F:29])[CH:22]=2)[C:11]1=[O:31])([OH:43])=[O:42]. The catalyst class is: 30. (4) Reactant: [Cl:1][C:2]1[N:10]=[C:9]2[C:5]([N:6]=[CH:7][N:8]2[CH:11]2[CH2:16][CH2:15][N:14](C(OC(C)(C)C)=O)[CH2:13][CH2:12]2)=[C:4]([N:24]2[CH2:29][CH2:28][O:27][CH2:26][CH2:25]2)[N:3]=1.[F:30][C:31]([F:36])([F:35])[C:32]([OH:34])=[O:33]. Product: [F:30][C:31]([F:36])([F:35])[C:32]([OH:34])=[O:33].[Cl:1][C:2]1[N:10]=[C:9]2[C:5]([N:6]=[CH:7][N:8]2[CH:11]2[CH2:16][CH2:15][NH:14][CH2:13][CH2:12]2)=[C:4]([N:24]2[CH2:29][CH2:28][O:27][CH2:26][CH2:25]2)[N:3]=1. The catalyst class is: 4. (5) Reactant: Cl.[O:2]([NH2:4])[CH3:3].[C:5]([C:7]1[CH:14]=[CH:13][CH:12]=[CH:11][C:8]=1[CH:9]=O)#[N:6].N1C=CC=CC=1. Product: [CH3:3][O:2][N:4]=[CH:9][C:8]1[CH:11]=[CH:12][CH:13]=[CH:14][C:7]=1[C:5]#[N:6]. The catalyst class is: 2.